This data is from Catalyst prediction with 721,799 reactions and 888 catalyst types from USPTO. The task is: Predict which catalyst facilitates the given reaction. (1) Reactant: [O:1]1[C:5]2([CH2:10][CH2:9][N:8]([CH2:11][C:12]3[N:13]=[C:14]([C:33]4[CH:38]=[CH:37][C:36]([C:39]([F:42])([F:41])[F:40])=[CH:35][CH:34]=4)[S:15][C:16]=3[CH2:17][O:18][C:19]3[CH:24]=[CH:23][C:22]([C:25]4[NH:29][C:28](=[O:30])[O:27][N:26]=4)=[C:21]([O:31][CH3:32])[CH:20]=3)[CH2:7][CH2:6]2)[O:4]CC1.Cl.C(=O)([O-])O.[Na+]. Product: [OH:1][C:5]1([OH:4])[CH2:6][CH2:7][N:8]([CH2:11][C:12]2[N:13]=[C:14]([C:33]3[CH:34]=[CH:35][C:36]([C:39]([F:40])([F:41])[F:42])=[CH:37][CH:38]=3)[S:15][C:16]=2[CH2:17][O:18][C:19]2[CH:24]=[CH:23][C:22]([C:25]3[NH:29][C:28](=[O:30])[O:27][N:26]=3)=[C:21]([O:31][CH3:32])[CH:20]=2)[CH2:9][CH2:10]1. The catalyst class is: 12. (2) Reactant: [C:1]([O:5][C:6]([N:8]1[CH2:12][CH:11]([O:13]CC2C=CC=CC=2)[CH2:10][CH:9]1[CH2:21][O:22]S(C)(=O)=O)=[O:7])([CH3:4])([CH3:3])[CH3:2].[Li+].[B-](CC)(CC)[CH2:29]C.Cl.CCCCCC.C(OCC)(=O)C. Product: [C:1]([O:5][C:6]([N:8]1[CH2:12][CH:11]([OH:13])[CH2:10][CH:9]1[CH2:21][O:22][CH3:29])=[O:7])([CH3:2])([CH3:3])[CH3:4]. The catalyst class is: 1. (3) Reactant: [CH2:1]([N:8]1[C:12]2[CH:13]=[CH:14][C:15]3[N:16]([C:17]([CH3:20])=[N:18][N:19]=3)[C:11]=2[CH:10]=[C:9]1[CH2:21]O)[C:2]1[CH:7]=[CH:6][CH:5]=[CH:4][CH:3]=1.[CH:23]1[N:27]=[CH:26][N:25](C([N:25]2[CH:26]=[N:27][CH:23]=[CH:24]2)=O)[CH:24]=1.N1C=CN=C1. Product: [CH2:1]([N:8]1[C:12]2[CH:13]=[CH:14][C:15]3[N:16]([C:17]([CH3:20])=[N:18][N:19]=3)[C:11]=2[CH:10]=[C:9]1[CH2:21][N:25]1[CH:24]=[CH:23][N:27]=[CH:26]1)[C:2]1[CH:7]=[CH:6][CH:5]=[CH:4][CH:3]=1. The catalyst class is: 23. (4) Reactant: [Br:1][C:2]1[CH:7]=[CH:6][C:5]([C:8](=[O:12])[CH2:9][O:10][CH3:11])=[CH:4][CH:3]=1.O.C1(C)C=CC(S(O)(=O)=O)=CC=1.[CH2:25](O)[CH2:26][OH:27]. Product: [Br:1][C:2]1[CH:3]=[CH:4][C:5]([C:8]2([CH2:9][O:10][CH3:11])[O:27][CH2:26][CH2:25][O:12]2)=[CH:6][CH:7]=1. The catalyst class is: 11.